This data is from Reaction yield outcomes from USPTO patents with 853,638 reactions. The task is: Predict the reaction yield, written as a fraction of the theoretical maximum amount of product (1.0 means a 100% yield; for example, 0.34 means a 34% yield). (1) The reactants are [Br:1][C:2]1[C:3]([F:12])=[C:4]2[C:10]([NH2:11])=[CH:9][NH:8][C:5]2=[N:6][CH:7]=1.[CH2:13]([CH:15]([CH2:19][CH3:20])[C:16](Cl)=[O:17])[CH3:14].[Li+].[OH-].O. The catalyst is N1C=CC=CC=1. The product is [Br:1][C:2]1[C:3]([F:12])=[C:4]2[C:10]([NH:11][C:16](=[O:17])[CH:15]([CH2:19][CH3:20])[CH2:13][CH3:14])=[CH:9][NH:8][C:5]2=[N:6][CH:7]=1. The yield is 0.820. (2) The reactants are Cl[C:2]([O:4][CH2:5][CH:6]=[CH2:7])=[O:3].[NH2:8][C:9]1[CH:14]=[C:13]([O:15][Si:16]([CH:23]([CH3:25])[CH3:24])([CH:20]([CH3:22])[CH3:21])[CH:17]([CH3:19])[CH3:18])[C:12]([O:26][CH3:27])=[CH:11][C:10]=1[C:28]([N:30]1[CH:34]=[C:33](/[CH:35]=[CH:36]/[CH3:37])[CH2:32][C@H:31]1[CH2:38][O:39][Si:40]([C:43]([CH3:46])([CH3:45])[CH3:44])([CH3:42])[CH3:41])=[O:29].N1C=CC=CC=1. The catalyst is C(Cl)Cl. The product is [Si:40]([O:39][CH2:38][C@@H:31]1[CH2:32][C:33](/[CH:35]=[CH:36]/[CH3:37])=[CH:34][N:30]1[C:28]([C:10]1[CH:11]=[C:12]([O:26][CH3:27])[C:13]([O:15][Si:16]([CH:17]([CH3:19])[CH3:18])([CH:23]([CH3:25])[CH3:24])[CH:20]([CH3:21])[CH3:22])=[CH:14][C:9]=1[NH:8][C:2](=[O:3])[O:4][CH2:5][CH:6]=[CH2:7])=[O:29])([C:43]([CH3:44])([CH3:46])[CH3:45])([CH3:41])[CH3:42]. The yield is 1.00. (3) The reactants are [I:1][C:2]1[CH:3]=[CH:4][C:5]2[O:9][CH2:8][C:7](=O)[C:6]=2[CH:11]=1.Cl.[NH:13]([C:15]1[CH:23]=[CH:22][CH:21]=[CH:20][C:16]=1[C:17]([OH:19])=[O:18])N. The catalyst is C(O)C.O. The product is [I:1][C:2]1[CH:3]=[CH:4][C:5]2[O:9][C:8]3[C:23]4[C:15](=[C:16]([C:17]([OH:19])=[O:18])[CH:20]=[CH:21][CH:22]=4)[NH:13][C:7]=3[C:6]=2[CH:11]=1. The yield is 0.580. (4) The reactants are [C:1]([N:5]1[CH:9]=[C:8]2[O:10][C:11]3([CH2:20][C:21](=[O:22])[C:7]2=[N:6]1)[CH2:16][CH2:15][N:14](C([O-])=O)[CH2:13][CH2:12]3)([CH3:4])([CH3:3])[CH3:2].C(Cl)(=O)C. The catalyst is CO.CCOC(C)=O. The product is [C:1]([N:5]1[CH:9]=[C:8]2[O:10][C:11]3([CH2:20][C:21](=[O:22])[C:7]2=[N:6]1)[CH2:16][CH2:15][NH:14][CH2:13][CH2:12]3)([CH3:4])([CH3:2])[CH3:3]. The yield is 0.580. (5) The reactants are [Br:1][C:2]1[CH:3]=[C:4]([C:9]2[CH:14]=[CH:13][C:12]([CH2:15][N:16]([CH3:29])[C:17]([C:19]3[C:27]4[C:22](=[CH:23][CH:24]=[CH:25][CH:26]=4)[N:21]([CH3:28])[CH:20]=3)=[O:18])=[CH:11][CH:10]=2)[CH:5]=[CH:6][C:7]=1[OH:8].Br[CH2:31][C:32]#[N:33].C(=O)([O-])[O-].[K+].[K+]. The catalyst is CN(C=O)C. The product is [Br:1][C:2]1[CH:3]=[C:4]([C:9]2[CH:14]=[CH:13][C:12]([CH2:15][N:16]([CH3:29])[C:17]([C:19]3[C:27]4[C:22](=[CH:23][CH:24]=[CH:25][CH:26]=4)[N:21]([CH3:28])[CH:20]=3)=[O:18])=[CH:11][CH:10]=2)[CH:5]=[CH:6][C:7]=1[O:8][CH2:31][C:32]#[N:33]. The yield is 0.680. (6) The reactants are [CH3:1][C:2]1[CH:7]=[C:6]([C:8]([F:11])([F:10])[F:9])[C:5]([N+:12]([O-:14])=[O:13])=[CH:4][C:3]=1[N+:15]([O-:17])=[O:16].C[C:19]([N:21]([CH3:23])[CH3:22])=O. The catalyst is CN(C=O)C. The product is [N+:15]([C:3]1[CH:4]=[C:5]([N+:12]([O-:14])=[O:13])[C:6]([C:8]([F:10])([F:11])[F:9])=[CH:7][C:2]=1/[CH:1]=[CH:19]/[N:21]([CH3:23])[CH3:22])([O-:17])=[O:16]. The yield is 0.860. (7) The reactants are Cl[C:2]1[N:7]=[C:6]([NH:8][CH2:9][CH2:10][N:11]([CH3:13])[CH3:12])[N:5]=[C:4]2[N:14]([C:19]3[C:24]([F:25])=[CH:23][CH:22]=[CH:21][C:20]=3[F:26])[C:15](=[O:18])[NH:16][CH2:17][C:3]=12.O.C(=O)([O-])[O-].[K+].[K+].[CH3:34][C:35]([O:38][C:39]([C:41]1[CH:42]=[C:43]([F:51])[C:44]([CH3:50])=[C:45](B(O)O)[CH:46]=1)=[O:40])([CH3:37])[CH3:36]. The catalyst is O1CCOCC1.C1C=CC([P]([Pd]([P](C2C=CC=CC=2)(C2C=CC=CC=2)C2C=CC=CC=2)([P](C2C=CC=CC=2)(C2C=CC=CC=2)C2C=CC=CC=2)[P](C2C=CC=CC=2)(C2C=CC=CC=2)C2C=CC=CC=2)(C2C=CC=CC=2)C2C=CC=CC=2)=CC=1. The product is [F:26][C:20]1[CH:21]=[CH:22][CH:23]=[C:24]([F:25])[C:19]=1[N:14]1[C:4]2[N:5]=[C:6]([NH:8][CH2:9][CH2:10][N:11]([CH3:13])[CH3:12])[N:7]=[C:2]([C:45]3[CH:46]=[C:41]([CH:42]=[C:43]([F:51])[C:44]=3[CH3:50])[C:39]([O:38][C:35]([CH3:34])([CH3:36])[CH3:37])=[O:40])[C:3]=2[CH2:17][NH:16][C:15]1=[O:18]. The yield is 0.880.